From a dataset of Forward reaction prediction with 1.9M reactions from USPTO patents (1976-2016). Predict the product of the given reaction. (1) Given the reactants C1C2C(=CC=CC=2)C=C(NC(=O)OC[C@@H](N(C)C(NCC2C=CC=C([F:30])C=2F)=O)CC=C)N=1.C[N+]1([O-])CCOCC1.S([O-])([O-])=O.[Na+].[Na+].[CH:48]1[C:57]2[C:52](=[CH:53][CH:54]=[CH:55][CH:56]=2)[CH:51]=[C:50]([NH:58][C:59](=[O:82])[O:60][CH2:61][C@@H:62]([N:68]([CH3:81])[C:69]([NH:71][CH2:72][C:73]2[CH:78]=[CH:77][CH:76]=[C:75]([F:79])[C:74]=2Cl)=[O:70])[CH2:63][C@@H:64]([OH:67])[CH2:65][OH:66])[N:49]=1.[CH:83]1[C:92]2[C:87](=[CH:88][CH:89]=[CH:90][CH:91]=2)[CH:86]=[C:85]([NH:93][C:94](=[O:117])[O:95][CH2:96][C@@H:97]([N:103]([CH3:116])[C:104]([NH:106][CH2:107][C:108]2[CH:113]=[CH:112][CH:111]=[C:110]([F:114])[C:109]=2Cl)=[O:105])[CH2:98][C@H:99]([OH:102])[CH2:100][OH:101])[N:84]=1, predict the reaction product. The product is: [CH:48]1[C:57]2[C:52](=[CH:53][CH:54]=[CH:55][CH:56]=2)[CH:51]=[C:50]([NH:58][C:59](=[O:82])[O:60][CH2:61][C@@H:62]([N:68]([CH3:81])[C:69]([NH:71][CH2:72][C:73]2[CH:78]=[CH:77][CH:76]=[C:75]([F:79])[C:74]=2[F:30])=[O:70])[CH2:63][C@@H:64]([OH:67])[CH2:65][OH:66])[N:49]=1.[CH:83]1[C:92]2[C:87](=[CH:88][CH:89]=[CH:90][CH:91]=2)[CH:86]=[C:85]([NH:93][C:94](=[O:117])[O:95][CH2:96][C@@H:97]([N:103]([CH3:116])[C:104]([NH:106][CH2:107][C:108]2[CH:113]=[CH:112][CH:111]=[C:110]([F:114])[C:109]=2[F:30])=[O:105])[CH2:98][C@H:99]([OH:102])[CH2:100][OH:101])[N:84]=1. (2) Given the reactants [F:1][C:2]([F:44])([F:43])[C:3]1[CH:4]=[C:5]([CH:36]=[C:37]([C:39]([F:42])([F:41])[F:40])[CH:38]=1)[CH2:6][N:7]([CH2:15][C:16]1[C:17]([N:27]([CH2:32][CH:33]2[CH2:35][CH2:34]2)[CH2:28][CH:29]2[CH2:31][CH2:30]2)=[N:18][C:19]2[C:24]([CH:25]=1)=[CH:23][CH:22]=[CH:21][C:20]=2[CH3:26])[C:8]1[N:13]=[CH:12][C:11](Br)=[CH:10][N:9]=1.CC(C)([O-])C.[Na+].[NH:51]1[CH2:56][CH2:55][O:54][CH2:53][CH2:52]1, predict the reaction product. The product is: [F:1][C:2]([F:44])([F:43])[C:3]1[CH:4]=[C:5]([CH:36]=[C:37]([C:39]([F:42])([F:41])[F:40])[CH:38]=1)[CH2:6][N:7]([CH2:15][C:16]1[C:17]([N:27]([CH2:32][CH:33]2[CH2:35][CH2:34]2)[CH2:28][CH:29]2[CH2:31][CH2:30]2)=[N:18][C:19]2[C:24]([CH:25]=1)=[CH:23][CH:22]=[CH:21][C:20]=2[CH3:26])[C:8]1[N:13]=[CH:12][C:11]([N:51]2[CH2:56][CH2:55][O:54][CH2:53][CH2:52]2)=[CH:10][N:9]=1. (3) Given the reactants [F:1][C:2]1[CH:3]=[CH:4][C:5]([CH3:19])=[C:6]([C:8]2[CH:17]=[C:16]3[C:11]([CH:12]=[C:13]([NH2:18])[N:14]=[CH:15]3)=[CH:10][CH:9]=2)[CH:7]=1.C(N(CC)C(C)C)(C)C.[F:29][C:30]([F:41])([F:40])[C:31](O[C:31](=[O:32])[C:30]([F:41])([F:40])[F:29])=[O:32].O, predict the reaction product. The product is: [F:29][C:30]([F:41])([F:40])[C:31]([NH:18][C:13]1[N:14]=[CH:15][C:16]2[C:11]([CH:12]=1)=[CH:10][CH:9]=[C:8]([C:6]1[CH:7]=[C:2]([F:1])[CH:3]=[CH:4][C:5]=1[CH3:19])[CH:17]=2)=[O:32]. (4) Given the reactants FC(F)(F)S(O[C:7]1[CH2:12][CH2:11][C:10]([CH2:17][O:18][CH2:19][CH3:20])([CH2:13][O:14][CH2:15][CH3:16])[CH2:9][CH:8]=1)(=O)=O.CC([O-])=O.[K+].[CH3:28][C:29]1([CH3:45])[C:33]([CH3:35])([CH3:34])[O:32][B:31]([B:31]2[O:32][C:33]([CH3:35])([CH3:34])[C:29]([CH3:45])([CH3:28])[O:30]2)[O:30]1, predict the reaction product. The product is: [CH2:15]([O:14][CH2:13][C:10]1([CH2:17][O:18][CH2:19][CH3:20])[CH2:11][CH2:12][C:7]([B:31]2[O:32][C:33]([CH3:35])([CH3:34])[C:29]([CH3:45])([CH3:28])[O:30]2)=[CH:8][CH2:9]1)[CH3:16]. (5) The product is: [NH2:11][C:9]1[CH:8]=[CH:7][N:6]=[C:5]([O:4][C:3]2[CH:12]=[CH:13][CH:14]=[CH:15][C:2]=2[C:21]2[CH:20]=[CH:19][C:18]([C:32]3[CH:37]=[N:36][C:35]([NH2:38])=[N:34][CH:33]=3)=[C:17]([F:16])[CH:22]=2)[N:10]=1. Given the reactants Br[C:2]1[CH:15]=[CH:14][CH:13]=[CH:12][C:3]=1[O:4][C:5]1[N:10]=[C:9]([NH2:11])[CH:8]=[CH:7][N:6]=1.[F:16][C:17]1[CH:22]=[C:21](B2OC(C)(C)C(C)(C)O2)[CH:20]=[CH:19][C:18]=1[C:32]1[CH:33]=[N:34][C:35]([NH2:38])=[N:36][CH:37]=1, predict the reaction product.